This data is from HIV replication inhibition screening data with 41,000+ compounds from the AIDS Antiviral Screen. The task is: Binary Classification. Given a drug SMILES string, predict its activity (active/inactive) in a high-throughput screening assay against a specified biological target. (1) The compound is CC(C)(C)[Si](C)(C)OCC1OC(n2ccc(=O)[nH]c2=O)C(O[Si](C)(C)C(C)(C)C)C12NC(C(N)=O)CS2. The result is 0 (inactive). (2) The drug is OCc1cc2c(ccc3sc4ccc5sc6ccc7ncccc7c6c5c4c32)s1. The result is 0 (inactive). (3) The drug is CCOC(=O)CCC(NC(=O)c1ccc(Oc2nc3ccccc3nc2C(=O)OCC)cc1)C(=O)OCC. The result is 0 (inactive). (4) The compound is O=C1CCSSCCC(=O)NCCN1. The result is 0 (inactive). (5) The molecule is NC(=S)NN=C1CCCCC1C(O)(C(F)(F)Cl)C(F)(F)Cl. The result is 0 (inactive). (6) The compound is CC1(CO)C(=O)OC12CCCCC2. The result is 0 (inactive).